Regression. Given a peptide amino acid sequence and an MHC pseudo amino acid sequence, predict their binding affinity value. This is MHC class I binding data. From a dataset of Peptide-MHC class I binding affinity with 185,985 pairs from IEDB/IMGT. (1) The peptide sequence is ANRLTTLQR. The MHC is HLA-B08:02 with pseudo-sequence HLA-B08:02. The binding affinity (normalized) is 0.0847. (2) The peptide sequence is MTDVDLNYY. The MHC is HLA-B45:06 with pseudo-sequence HLA-B45:06. The binding affinity (normalized) is 0.213. (3) The peptide sequence is TPQDLNTML. The MHC is HLA-A33:01 with pseudo-sequence HLA-A33:01. The binding affinity (normalized) is 0. (4) The peptide sequence is LPVFATIGL. The MHC is HLA-B27:05 with pseudo-sequence HLA-B27:05. The binding affinity (normalized) is 0.0847.